From a dataset of Retrosynthesis with 50K atom-mapped reactions and 10 reaction types from USPTO. Predict the reactants needed to synthesize the given product. (1) Given the product CCCCCCCCNC(=S)NCc1cccc(OC)c1, predict the reactants needed to synthesize it. The reactants are: CCCCCCCCN.COc1cccc(CN=C=S)c1. (2) Given the product CN(C)Cc1cc2c(o1)CN(CCCCCCc1ccccc1)CCC2, predict the reactants needed to synthesize it. The reactants are: C=O.CNC.c1ccc(CCCCCCN2CCCc3ccoc3C2)cc1.